This data is from Full USPTO retrosynthesis dataset with 1.9M reactions from patents (1976-2016). The task is: Predict the reactants needed to synthesize the given product. (1) Given the product [CH3:1][C:2]1[NH:3][C:4]([C:8]2[C:9]([CH3:18])=[CH:10][C:11]([CH3:17])=[C:12]([CH:16]=2)[C:13]([N:42]2[CH2:47][CH2:46][CH:45]([C:48]3[CH:55]=[CH:54][C:51]([C:52]#[N:53])=[CH:50][CH:49]=3)[CH2:44][CH2:43]2)=[O:15])=[C:5]([CH3:7])[N:6]=1, predict the reactants needed to synthesize it. The reactants are: [CH3:1][C:2]1[NH:3][C:4]([C:8]2[C:9]([CH3:18])=[CH:10][C:11]([CH3:17])=[C:12]([CH:16]=2)[C:13]([OH:15])=O)=[C:5]([CH3:7])[N:6]=1.CCN=C=NCCCN(C)C.Cl.C1C=CC2N(O)N=NC=2C=1.Cl.[NH:42]1[CH2:47][CH2:46][CH:45]([C:48]2[CH:55]=[CH:54][C:51]([C:52]#[N:53])=[CH:50][CH:49]=2)[CH2:44][CH2:43]1. (2) The reactants are: [Br:1][C:2]1[CH:7]=[CH:6][C:5]([NH:8][C:9]2[CH:18]=[C:17]([Cl:19])[CH:16]=[CH:15][C:10]=2[C:11](OC)=[O:12])=[C:4]([N+:20]([O-])=O)[CH:3]=1.O.O.Cl[Sn]Cl. Given the product [Br:1][C:2]1[CH:7]=[CH:6][C:5]2[NH:8][C:9]3[CH:18]=[C:17]([Cl:19])[CH:16]=[CH:15][C:10]=3[C:11](=[O:12])[NH:20][C:4]=2[CH:3]=1, predict the reactants needed to synthesize it. (3) Given the product [Cl:21][C:18]1[C:19]([CH3:20])=[C:14]([O:10][C:3]2[C:4]([CH3:9])=[CH:5][C:6]([CH3:8])=[CH:7][C:2]=2[CH3:1])[N+:15]([O-:23])=[C:16]([CH3:22])[CH:17]=1, predict the reactants needed to synthesize it. The reactants are: [CH3:1][C:2]1[CH:7]=[C:6]([CH3:8])[CH:5]=[C:4]([CH3:9])[C:3]=1[OH:10].[H-].[Na+].Cl[C:14]1[C:19]([CH3:20])=[C:18]([Cl:21])[CH:17]=[C:16]([CH3:22])[N+:15]=1[O-:23]. (4) The reactants are: [I:1][C:2]1[CH:10]=[C:6](C(O)=O)[C:5]([NH2:11])=[CH:4][CH:3]=1.[CH:12]([O-])([O-])OC.[CH3:17][OH:18].[NH3:19]. Given the product [I:1][C:2]1[CH:10]=[C:6]2[C:5](=[CH:4][CH:3]=1)[N:11]=[CH:12][NH:19][C:17]2=[O:18], predict the reactants needed to synthesize it. (5) Given the product [Cl:34][C:7]1[CH:2]=[CH:3][C:4]([O:20][CH3:21])=[C:5]([C:8]([CH3:19])([CH3:18])[CH2:9][C:10]([OH:17])([C:13]([F:16])([F:15])[F:14])[CH2:11][NH:22][C:23]2[CH:31]=[C:30]([F:32])[CH:29]=[C:28]3[C:24]=2[CH2:25][C:26](=[O:33])[NH:27]3)[CH:6]=1, predict the reactants needed to synthesize it. The reactants are: Cl[C:2]1[CH:7]=[CH:6][C:5]([C:8]([CH3:19])([CH3:18])[CH2:9][C:10]([OH:17])([C:13]([F:16])([F:15])[F:14])[CH:11]=O)=[C:4]([O:20][CH3:21])[CH:3]=1.[NH2:22][C:23]1[C:24]2[C:28]([CH:29]=[C:30]([F:32])[CH:31]=1)=[N:27][C:26](=[O:33])[CH:25]=2.[Cl:34]C(Cl)C.C([BH3-])#N.[Na+].C([O-])(O)=O.[Na+]. (6) Given the product [F:32][C:23]1[C:22]2[O:13][C:11]([C:4]3[C:5]4[C:10](=[CH:9][CH:8]=[CH:7][CH:6]=4)[N:2]([CH3:1])[CH:3]=3)=[N:20][C:21]=2[CH:26]=[CH:25][C:24]=1[CH2:27][C:28]([O:30][CH3:31])=[O:29], predict the reactants needed to synthesize it. The reactants are: [CH3:1][N:2]1[C:10]2[C:5](=[CH:6][CH:7]=[CH:8][CH:9]=2)[C:4]([C:11]([OH:13])=O)=[CH:3]1.C(Cl)(=O)C(Cl)=O.[NH2:20][C:21]1[CH:26]=[CH:25][C:24]([CH2:27][C:28]([O:30][CH3:31])=[O:29])=[C:23]([F:32])[C:22]=1O.B(O)(O)O. (7) Given the product [I-:17].[C:23]([CH2:22][CH2:21][CH2:20][CH2:19][CH2:18][N+:9]1[C:10]2[CH:2]=[CH:3][C:4]3[CH:16]=[CH:15][CH:14]=[CH:13][C:5]=3[C:6]=2[C:7]([CH3:26])([CH3:12])[C:8]=1[CH3:11])([OH:25])=[O:24], predict the reactants needed to synthesize it. The reactants are: C[C:2]1[C:10]2[NH:9][C:8]([CH3:11])=[C:7]([CH3:12])[C:6]=2[C:5]2[CH:13]=[CH:14][CH:15]=[CH:16][C:4]=2[CH:3]=1.[I:17][CH2:18][CH2:19][CH2:20][CH2:21][CH2:22][C:23]([OH:25])=[O:24].[C:26](#N)C. (8) The reactants are: Br[C:2]1[CH:16]=[CH:15][C:5]([O:6][C:7]2[CH:12]=[CH:11][CH:10]=[C:9]([C:13]#[N:14])[N:8]=2)=[CH:4][CH:3]=1.C1(P(C2C=CC=CC=2)C2C3OC4C(=CC=CC=4P(C4C=CC=CC=4)C4C=CC=CC=4)C(C)(C)C=3C=CC=2)C=CC=CC=1.C(=O)([O-])[O-].[Cs+].[Cs+].[NH2:65][C:66]1[CH:67]=[CH:68][C:69]2[O:74][CH2:73][C:72](=[O:75])[N:71]([CH2:76][C:77]3[CH:82]=[CH:81][C:80]([Cl:83])=[CH:79][CH:78]=3)[C:70]=2[CH:84]=1.C(O)(=O)CC(CC(O)=O)(C(O)=O)O. Given the product [Cl:83][C:80]1[CH:81]=[CH:82][C:77]([CH2:76][N:71]2[C:70]3[CH:84]=[C:66]([NH:65][C:2]4[CH:16]=[CH:15][C:5]([O:6][C:7]5[CH:12]=[CH:11][CH:10]=[C:9]([C:13]#[N:14])[N:8]=5)=[CH:4][CH:3]=4)[CH:67]=[CH:68][C:69]=3[O:74][CH2:73][C:72]2=[O:75])=[CH:78][CH:79]=1, predict the reactants needed to synthesize it.